Dataset: Full USPTO retrosynthesis dataset with 1.9M reactions from patents (1976-2016). Task: Predict the reactants needed to synthesize the given product. Given the product [N:3]1[C:12]2[C:7](=[CH:8][CH:9]=[CH:10][CH:11]=2)[CH:6]=[C:5]([CH2:13][OH:14])[CH:4]=1, predict the reactants needed to synthesize it. The reactants are: [BH4-].[Na+].[N:3]1[C:12]2[C:7](=[CH:8][CH:9]=[CH:10][CH:11]=2)[CH:6]=[C:5]([CH:13]=[O:14])[CH:4]=1.